From a dataset of Catalyst prediction with 721,799 reactions and 888 catalyst types from USPTO. Predict which catalyst facilitates the given reaction. (1) Reactant: Br[C:2]1[CH:3]=[N:4][N:5]([CH:7]2[CH2:12][CH2:11][CH2:10][CH2:9][O:8]2)[CH:6]=1.[Li]CCCC.CN([CH:21]=[O:22])C.O. Product: [O:8]1[CH2:9][CH2:10][CH2:11][CH2:12][CH:7]1[N:5]1[CH:6]=[C:2]([CH:21]=[O:22])[CH:3]=[N:4]1. The catalyst class is: 1. (2) Reactant: CS([C:5]1[C:18]2[O:17][CH2:16][C:15]3[C:10](=[CH:11][CH:12]=[CH:13][CH:14]=3)[C:9]=2[N:8]=[C:7]([NH2:19])[N:6]=1)(=O)=O.[CH3:20][N:21]1[CH2:26][CH2:25][NH:24][CH2:23][CH2:22]1. Product: [CH3:20][N:21]1[CH2:26][CH2:25][N:24]([C:5]2[C:18]3[O:17][CH2:16][C:15]4[C:10](=[CH:11][CH:12]=[CH:13][CH:14]=4)[C:9]=3[N:8]=[C:7]([NH2:19])[N:6]=2)[CH2:23][CH2:22]1. The catalyst class is: 141. (3) Reactant: [CH:1]1([OH:7])[CH2:6][CH2:5][CH2:4][CH2:3][CH2:2]1.[N+](=[CH:10][C:11]([O:13][CH2:14][CH3:15])=[O:12])=[N-]. Product: [CH:1]1([O:7][CH2:10][C:11]([O:13][CH2:14][CH3:15])=[O:12])[CH2:6][CH2:5][CH2:4][CH2:3][CH2:2]1. The catalyst class is: 2. (4) Reactant: C(=S)([O-])N.[NH2:5][C:6]1[S:7][C:8]2[C:14](=[O:15])[CH2:13][CH2:12][CH2:11][C:9]=2[N:10]=1.Cl[C:17]([O:19][CH2:20][CH3:21])=[S:18]. Product: [O:15]=[C:14]1[C:8]2[S:7][C:6]([NH:5][C:17](=[S:18])[O:19][CH2:20][CH3:21])=[N:10][C:9]=2[CH2:11][CH2:12][CH2:13]1. The catalyst class is: 17.